This data is from NCI-60 drug combinations with 297,098 pairs across 59 cell lines. The task is: Regression. Given two drug SMILES strings and cell line genomic features, predict the synergy score measuring deviation from expected non-interaction effect. Drug 1: CC1=CC2C(CCC3(C2CCC3(C(=O)C)OC(=O)C)C)C4(C1=CC(=O)CC4)C. Drug 2: CC1=C(C(CCC1)(C)C)C=CC(=CC=CC(=CC(=O)O)C)C. Cell line: T-47D. Synergy scores: CSS=8.93, Synergy_ZIP=-7.75, Synergy_Bliss=-9.88, Synergy_Loewe=-4.72, Synergy_HSA=-4.57.